Predict the reaction yield, written as a fraction of the theoretical maximum amount of product (1.0 means a 100% yield; for example, 0.34 means a 34% yield). From a dataset of Reaction yield outcomes from USPTO patents with 853,638 reactions. (1) The reactants are [BH4-].[Na+].[F:3][C:4]([F:44])([F:43])[C:5]1[CH:6]=[C:7]([C:15]([CH3:42])([CH3:41])[C:16]([N:18]([C:20]2[CH:21]=[N:22][C:23]([N:34]3[CH2:39][CH2:38][N:37]([CH3:40])[CH2:36][CH2:35]3)=[CH:24][C:25]=2[C:26]2[CH:31]=[CH:30][CH:29]=[CH:28][C:27]=2[CH:32]=[O:33])[CH3:19])=[O:17])[CH:8]=[C:9]([C:11]([F:14])([F:13])[F:12])[CH:10]=1. The catalyst is CO.[Cl-].[Na+].O. The product is [F:44][C:4]([F:3])([F:43])[C:5]1[CH:6]=[C:7]([C:15]([CH3:42])([CH3:41])[C:16]([N:18]([C:20]2[CH:21]=[N:22][C:23]([N:34]3[CH2:35][CH2:36][N:37]([CH3:40])[CH2:38][CH2:39]3)=[CH:24][C:25]=2[C:26]2[CH:31]=[CH:30][CH:29]=[CH:28][C:27]=2[CH2:32][OH:33])[CH3:19])=[O:17])[CH:8]=[C:9]([C:11]([F:12])([F:13])[F:14])[CH:10]=1. The yield is 0.680. (2) The reactants are [Cl:1][C:2]1[N:7]=[CH:6][C:5]([NH:8][C:9]2[C:14]([C:15]3[N:20]=[C:19]([CH3:21])[N:18]=[C:17]([N:22](CC4C=CC(OC)=CC=4)CC4C=CC(OC)=CC=4)[N:16]=3)=[CH:13][C:12]([C@H:41]([N:43]3[CH2:48][CH2:47][N:46]([S:49]([CH3:52])(=[O:51])=[O:50])[CH2:45][CH2:44]3)[CH3:42])=[CH:11][N:10]=2)=[CH:4][CH:3]=1.FC(F)(F)S(O)(=O)=O. The catalyst is C(O)(C(F)(F)F)=O. The product is [Cl:1][C:2]1[N:7]=[CH:6][C:5]([NH:8][C:9]2[C:14]([C:15]3[N:20]=[C:19]([CH3:21])[N:18]=[C:17]([NH2:22])[N:16]=3)=[CH:13][C:12]([C@H:41]([N:43]3[CH2:48][CH2:47][N:46]([S:49]([CH3:52])(=[O:50])=[O:51])[CH2:45][CH2:44]3)[CH3:42])=[CH:11][N:10]=2)=[CH:4][CH:3]=1. The yield is 0.624. (3) The reactants are [F:1][C@H:2]1[C@H:6]([F:7])[CH2:5][N:4]([C:8]2[CH:13]=[CH:12][N:11]=[C:10]([C:14]3[C:18]4[C:19]([NH:23][CH:24]([CH3:26])[CH3:25])=[N:20][CH:21]=[CH:22][C:17]=4[N:16](CC4C=CC(OC)=CC=4)[N:15]=3)[CH:9]=2)[CH2:3]1.ClC1C=CN=C(C2C3C(NC(C)C)=NC=CC=3N(CC3C=CC(OC)=CC=3)N=2)C=1.Cl.F[C@H]1[C@H](F)CNC1.CC1(C)C2C(=C(P(C3C=CC=CC=3)C3C=CC=CC=3)C=CC=2)OC2C(P(C3C=CC=CC=3)C3C=CC=CC=3)=CC=CC1=2.C(=O)([O-])[O-].[Cs+].[Cs+]. The catalyst is C1C=CC(/C=C/C(/C=C/C2C=CC=CC=2)=O)=CC=1.C1C=CC(/C=C/C(/C=C/C2C=CC=CC=2)=O)=CC=1.C1C=CC(/C=C/C(/C=C/C2C=CC=CC=2)=O)=CC=1.[Pd].[Pd].O1CCOCC1. The product is [F:1][C@H:2]1[C@H:6]([F:7])[CH2:5][N:4]([C:8]2[CH:13]=[CH:12][N:11]=[C:10]([C:14]3[C:18]4[C:19]([NH:23][CH:24]([CH3:26])[CH3:25])=[N:20][CH:21]=[CH:22][C:17]=4[NH:16][N:15]=3)[CH:9]=2)[CH2:3]1. The yield is 0.410. (4) The product is [CH3:1][C:2]1[C:6]2[CH:7]=[N:8][CH:9]=[CH:10][C:5]=2[N:4]([NH:11][C:19]([C:18]2[C:13]([CH3:12])=[N:14][C:15]([C:22]3[CH:27]=[CH:26][CH:25]=[CH:24][N:23]=3)=[N:16][CH:17]=2)=[O:20])[CH:3]=1. The yield is 0.170. The catalyst is CN(C=O)C.O. The reactants are [CH3:1][C:2]1[C:6]2[CH:7]=[N:8][CH:9]=[CH:10][C:5]=2[N:4]([NH2:11])[CH:3]=1.[CH3:12][C:13]1[C:18]([C:19](O)=[O:20])=[CH:17][N:16]=[C:15]([C:22]2[CH:27]=[CH:26][CH:25]=[CH:24][N:23]=2)[N:14]=1.CN(C(ON1N=NC2C=CC=NC1=2)=[N+](C)C)C.F[P-](F)(F)(F)(F)F.CCN(C(C)C)C(C)C.C([O-])(O)=O.[Na+].